From a dataset of Catalyst prediction with 721,799 reactions and 888 catalyst types from USPTO. Predict which catalyst facilitates the given reaction. (1) Reactant: B(F)(F)F.CCOCC.[CH3:10][O:11][CH2:12][O:13][CH3:14].[Cl:15][C:16]1[CH:21]=[C:20](CO)[CH:19]=[C:18]([O:24][CH3:25])[N:17]=1. The catalyst class is: 4. Product: [Cl:15][C:16]1[CH:21]=[C:20]([CH2:10][O:11][CH2:12][O:13][CH3:14])[CH:19]=[C:18]([O:24][CH3:25])[N:17]=1. (2) Reactant: C([O:3][C:4](=[O:28])[CH:5]([NH:19][C:20]1[CH:25]=[CH:24][C:23]([C:26]#[N:27])=[CH:22][CH:21]=1)[C:6]1[CH:11]=[C:10]([O:12][CH2:13][CH3:14])[CH:9]=[C:8]([O:15][CH2:16][CH3:17])[C:7]=1[F:18])C.[Li+].[OH-].Cl.C(OCC)(=O)C. Product: [C:26]([C:23]1[CH:24]=[CH:25][C:20]([NH:19][CH:5]([C:6]2[CH:11]=[C:10]([O:12][CH2:13][CH3:14])[CH:9]=[C:8]([O:15][CH2:16][CH3:17])[C:7]=2[F:18])[C:4]([OH:28])=[O:3])=[CH:21][CH:22]=1)#[N:27]. The catalyst class is: 1. (3) Reactant: [Br:1][C:2]1[C:7](=[O:8])[N:6]([CH2:9][C:10]([NH:12][CH2:13][C:14]2[CH:19]=[CH:18][N:17]=[CH:16][CH:15]=2)=O)[N:5]=[CH:4][C:3]=1[NH:20][C@@H:21]1[CH2:26][C@@H:25]2[CH2:27][C@@H:23]([C:24]2([CH3:29])[CH3:28])[C@H:22]1[CH3:30].COC1C=CC(P2(SP(C3C=CC(OC)=CC=3)(=S)S2)=[S:40])=CC=1. Product: [Br:1][C:2]1[C:7](=[O:8])[N:6]([CH2:9][C:10](=[S:40])[NH:12][CH2:13][C:14]2[CH:19]=[CH:18][N:17]=[CH:16][CH:15]=2)[N:5]=[CH:4][C:3]=1[NH:20][C@@H:21]1[CH2:26][C@@H:25]2[CH2:27][C@@H:23]([C:24]2([CH3:29])[CH3:28])[C@H:22]1[CH3:30]. The catalyst class is: 11. (4) Reactant: [O:1]1[CH:3]([CH2:4][CH2:5][CH2:6][CH3:7])[CH2:2]1.[NH:8]1[CH:12]=[CH:11][N:10]=[CH:9]1. Product: [N:8]1([CH2:2][CH:3]([OH:1])[CH2:4][CH2:5][CH2:6][CH3:7])[CH:12]=[CH:11][N:10]=[CH:9]1. The catalyst class is: 10. (5) Reactant: Cl[C:2]1[CH:11]=[CH:10][C:9]2[C:4](=[CH:5][CH:6]=[CH:7][CH:8]=2)[N:3]=1.C[Si](Cl)(C)C.[I-:17].[Na+]. Product: [I:17][C:2]1[CH:11]=[CH:10][C:9]2[C:4](=[CH:5][CH:6]=[CH:7][CH:8]=2)[N:3]=1. The catalyst class is: 397. (6) Reactant: [CH3:1][N:2]([CH3:31])[C:3]1([C:25]2[CH:30]=[CH:29][CH:28]=[CH:27][CH:26]=2)[CH2:8][CH2:7][CH:6]([CH2:9][C:10]([NH:12][CH2:13][CH2:14][CH2:15][C:16]2[C:24]3[C:19](=[CH:20][CH:21]=[CH:22][CH:23]=3)[NH:18][CH:17]=2)=[O:11])[CH2:5][CH2:4]1.[Cl:32][Si](C)(C)C. Product: [ClH:32].[CH3:31][N:2]([CH3:1])[C:3]1([C:25]2[CH:30]=[CH:29][CH:28]=[CH:27][CH:26]=2)[CH2:8][CH2:7][CH:6]([CH2:9][C:10]([NH:12][CH2:13][CH2:14][CH2:15][C:16]2[C:24]3[C:19](=[CH:20][CH:21]=[CH:22][CH:23]=3)[NH:18][CH:17]=2)=[O:11])[CH2:5][CH2:4]1. The catalyst class is: 573. (7) Reactant: [Cl:1][C:2]1[C:7]([F:8])=[CH:6][C:5]([C:9]2[C:14]([C:15](O)=[O:16])=[C:13]([CH3:18])[N:12]=[CH:11][CH:10]=2)=[C:4]([F:19])[CH:3]=1.C[CH2:21][N:22](C(C)C)C(C)C.C1C=CC2N(O)N=NC=2C=1.C(Cl)CCl.Cl.CN. Product: [Cl:1][C:2]1[C:7]([F:8])=[CH:6][C:5]([C:9]2[C:14]([C:15]([NH:22][CH3:21])=[O:16])=[C:13]([CH3:18])[N:12]=[CH:11][CH:10]=2)=[C:4]([F:19])[CH:3]=1. The catalyst class is: 3. (8) Reactant: [NH:1]1[C:5]2=[CH:6][N:7]=[CH:8][CH:9]=[C:4]2[CH:3]=[CH:2]1.[Cl-].[Al+3].[Cl-].[Cl-].[Cl:14][C:15]1[CH:23]=[CH:22][CH:21]=[C:20]([Cl:24])[C:16]=1[C:17](Cl)=[O:18].CO. Product: [Cl:14][C:15]1[CH:23]=[CH:22][CH:21]=[C:20]([Cl:24])[C:16]=1[C:17]([C:3]1[C:4]2[C:5](=[CH:6][N:7]=[CH:8][CH:9]=2)[NH:1][CH:2]=1)=[O:18]. The catalyst class is: 4. (9) Product: [Cl:37][CH2:38][C:39]([NH:1][C:2]1[CH:28]=[C:27]([Cl:29])[CH:26]=[CH:25][C:3]=1[O:4][CH2:5][CH2:6][CH2:7][N:8]1[CH2:13][CH2:12][C:11]([CH2:15][C:16]2[CH:21]=[CH:20][C:19]([Cl:22])=[CH:18][CH:17]=2)([OH:14])[C:10]([CH3:24])([CH3:23])[CH2:9]1)=[O:40]. Reactant: [NH2:1][C:2]1[CH:28]=[C:27]([Cl:29])[CH:26]=[CH:25][C:3]=1[O:4][CH2:5][CH2:6][CH2:7][N:8]1[CH2:13][CH2:12][C:11]([CH2:15][C:16]2[CH:21]=[CH:20][C:19]([Cl:22])=[CH:18][CH:17]=2)([OH:14])[C:10]([CH3:24])([CH3:23])[CH2:9]1.C(N(CC)CC)C.[Cl:37][CH2:38][C:39](Cl)=[O:40]. The catalyst class is: 2. (10) Reactant: [CH3:1][N:2]1[C:6]2=[N:7][C:8](=[O:12])[NH:9][C:10](=[O:11])[N:5]2[CH:4]=[CH:3]1.[H-].[Na+].O.C(OCC)(=O)C.[Br:22][CH2:23][CH2:24][CH2:25]Br. Product: [Br:22][CH2:23][CH2:24][CH2:25][N:9]1[C:10](=[O:11])[N:5]2[CH:4]=[CH:3][N:2]([CH3:1])[C:6]2=[N:7][C:8]1=[O:12]. The catalyst class is: 9.